This data is from NCI-60 drug combinations with 297,098 pairs across 59 cell lines. The task is: Regression. Given two drug SMILES strings and cell line genomic features, predict the synergy score measuring deviation from expected non-interaction effect. (1) Drug 1: CC1=CC=C(C=C1)C2=CC(=NN2C3=CC=C(C=C3)S(=O)(=O)N)C(F)(F)F. Drug 2: C(=O)(N)NO. Cell line: KM12. Synergy scores: CSS=-9.81, Synergy_ZIP=3.05, Synergy_Bliss=-4.88, Synergy_Loewe=-9.02, Synergy_HSA=-11.0. (2) Drug 1: CC12CCC(CC1=CCC3C2CCC4(C3CC=C4C5=CN=CC=C5)C)O. Drug 2: CC1=C(C=C(C=C1)NC2=NC=CC(=N2)N(C)C3=CC4=NN(C(=C4C=C3)C)C)S(=O)(=O)N.Cl. Cell line: SF-539. Synergy scores: CSS=24.0, Synergy_ZIP=6.41, Synergy_Bliss=11.3, Synergy_Loewe=14.7, Synergy_HSA=15.1. (3) Drug 1: CC1=CC=C(C=C1)C2=CC(=NN2C3=CC=C(C=C3)S(=O)(=O)N)C(F)(F)F. Drug 2: C1CCC(C(C1)N)N.C(=O)(C(=O)[O-])[O-].[Pt+4]. Cell line: TK-10. Synergy scores: CSS=27.0, Synergy_ZIP=-7.06, Synergy_Bliss=-0.473, Synergy_Loewe=-0.464, Synergy_HSA=-0.631. (4) Drug 1: CC1=C(C=C(C=C1)NC(=O)C2=CC=C(C=C2)CN3CCN(CC3)C)NC4=NC=CC(=N4)C5=CN=CC=C5. Drug 2: CS(=O)(=O)OCCCCOS(=O)(=O)C. Cell line: A498. Synergy scores: CSS=0.183, Synergy_ZIP=-0.812, Synergy_Bliss=-1.05, Synergy_Loewe=-3.53, Synergy_HSA=-3.04. (5) Drug 1: C1=CN(C(=O)N=C1N)C2C(C(C(O2)CO)O)(F)F. Drug 2: C1CC(CNC1)C2=CC=C(C=C2)N3C=C4C=CC=C(C4=N3)C(=O)N. Cell line: HCT116. Synergy scores: CSS=66.4, Synergy_ZIP=-4.29, Synergy_Bliss=-8.26, Synergy_Loewe=-7.79, Synergy_HSA=-4.78. (6) Drug 1: CS(=O)(=O)CCNCC1=CC=C(O1)C2=CC3=C(C=C2)N=CN=C3NC4=CC(=C(C=C4)OCC5=CC(=CC=C5)F)Cl. Drug 2: CC1=C(C(=O)C2=C(C1=O)N3CC4C(C3(C2COC(=O)N)OC)N4)N. Cell line: HOP-92. Synergy scores: CSS=19.6, Synergy_ZIP=-6.44, Synergy_Bliss=3.51, Synergy_Loewe=-1.34, Synergy_HSA=4.79. (7) Drug 1: C1=NNC2=C1C(=O)NC=N2. Drug 2: C(CN)CNCCSP(=O)(O)O. Cell line: HL-60(TB). Synergy scores: CSS=-4.67, Synergy_ZIP=1.79, Synergy_Bliss=-3.84, Synergy_Loewe=-2.85, Synergy_HSA=-8.54. (8) Drug 1: CC(C1=C(C=CC(=C1Cl)F)Cl)OC2=C(N=CC(=C2)C3=CN(N=C3)C4CCNCC4)N. Drug 2: C1=CC(=CC=C1CCC2=CNC3=C2C(=O)NC(=N3)N)C(=O)NC(CCC(=O)O)C(=O)O. Cell line: K-562. Synergy scores: CSS=55.9, Synergy_ZIP=0.599, Synergy_Bliss=-0.745, Synergy_Loewe=-10.1, Synergy_HSA=0.579.